Dataset: Full USPTO retrosynthesis dataset with 1.9M reactions from patents (1976-2016). Task: Predict the reactants needed to synthesize the given product. (1) Given the product [C:14]([C:12]1[O:13][C:9]2[CH:8]=[C:7]([NH:40][C:37](=[O:39])[CH3:38])[CH:18]=[C:17]([O:19][CH2:20][C:21]3[CH:26]=[CH:25][CH:24]=[C:23]([O:27][CH2:28][C:29]4[CH:30]=[CH:31][CH:32]=[CH:33][CH:34]=4)[CH:22]=3)[C:10]=2[CH:11]=1)(=[O:16])[CH3:15], predict the reactants needed to synthesize it. The reactants are: FC(F)(F)S(O[C:7]1[CH:18]=[C:17]([O:19][CH2:20][C:21]2[CH:26]=[CH:25][CH:24]=[C:23]([O:27][CH2:28][C:29]3[CH:34]=[CH:33][CH:32]=[CH:31][CH:30]=3)[CH:22]=2)[C:10]2[CH:11]=[C:12]([C:14](=[O:16])[CH3:15])[O:13][C:9]=2[CH:8]=1)(=O)=O.[C:37]([NH2:40])(=[O:39])[CH3:38].P([O-])([O-])([O-])=O.[K+].[K+].[K+].C(P(C(C)(C)C)C1C=CC=CC=1C1C(C(C)C)=CC(C(C)C)=CC=1C(C)C)(C)(C)C. (2) Given the product [Cl:36][C:34]1[CH:33]=[CH:32][N:31]=[C:30]([NH:1][C:2]2[CH:3]=[C:4]([C:27]#[N:28])[C:5]([N:11]3[CH2:16][CH2:15][N:14]([C:17]([O:19][C:20]([CH3:21])([CH3:22])[CH3:23])=[O:18])[C@H:13]([CH:24]([CH3:25])[CH3:26])[CH2:12]3)=[N:6][C:7]=2[CH:8]2[CH2:9][CH2:10]2)[CH:35]=1, predict the reactants needed to synthesize it. The reactants are: [NH2:1][C:2]1[CH:3]=[C:4]([C:27]#[N:28])[C:5]([N:11]2[CH2:16][CH2:15][N:14]([C:17]([O:19][C:20]([CH3:23])([CH3:22])[CH3:21])=[O:18])[C@H:13]([CH:24]([CH3:26])[CH3:25])[CH2:12]2)=[N:6][C:7]=1[CH:8]1[CH2:10][CH2:9]1.Br[C:30]1[CH:35]=[C:34]([Cl:36])[CH:33]=[CH:32][N:31]=1.CC1(C)C2C(=C(P(C3C=CC=CC=3)C3C=CC=CC=3)C=CC=2)OC2C(P(C3C=CC=CC=3)C3C=CC=CC=3)=CC=CC1=2.C([O-])([O-])=O.[Cs+].[Cs+]. (3) Given the product [CH3:1][C:2]1([CH3:17])[C:10]2[C:5](=[CH:6][C:7]([N:11]3[CH2:16][CH2:15][O:14][CH2:13][CH2:12]3)=[CH:8][CH:9]=2)[N:4]([C:19]2[C:28]3[C:23](=[C:24]([CH3:29])[CH:25]=[CH:26][CH:27]=3)[N:22]=[C:21]([CH3:30])[C:20]=2[CH3:31])[CH2:3]1, predict the reactants needed to synthesize it. The reactants are: [CH3:1][C:2]1([CH3:17])[C:10]2[C:5](=[CH:6][C:7]([N:11]3[CH2:16][CH2:15][O:14][CH2:13][CH2:12]3)=[CH:8][CH:9]=2)[NH:4][CH2:3]1.Cl[C:19]1[C:28]2[C:23](=[C:24]([CH3:29])[CH:25]=[CH:26][CH:27]=2)[N:22]=[C:21]([CH3:30])[C:20]=1[CH3:31].C(=O)([O-])[O-].[Cs+].[Cs+].C1C=CC(P(C2C(C3C(P(C4C=CC=CC=4)C4C=CC=CC=4)=CC=C4C=3C=CC=C4)=C3C(C=CC=C3)=CC=2)C2C=CC=CC=2)=CC=1. (4) Given the product [O:1]=[C:2]1[C:10]2[C:5](=[CH:6][C:7]([NH:11][C:12](=[O:35])[C:13]([CH2:28][C:29]3[CH:30]=[CH:31][CH:32]=[CH:33][CH:34]=3)([OH:27])[CH2:14][C:15]([C:18]3[CH:23]=[C:22]([F:24])[CH:21]=[CH:20][C:19]=3[OH:25])([CH3:17])[CH3:16])=[CH:8][CH:9]=2)[CH2:4][O:3]1, predict the reactants needed to synthesize it. The reactants are: [O:1]=[C:2]1[C:10]2[C:5](=[CH:6][C:7]([NH:11][C:12](=[O:35])[C:13]([CH2:28][C:29]3[CH:34]=[CH:33][CH:32]=[CH:31][CH:30]=3)([OH:27])[CH2:14][C:15]([C:18]3[CH:23]=[C:22]([F:24])[CH:21]=[CH:20][C:19]=3[O:25]C)([CH3:17])[CH3:16])=[CH:8][CH:9]=2)[CH2:4][O:3]1.B(Br)(Br)Br. (5) Given the product [OH:26][CH2:27][C:28]1[CH:33]=[CH:32][C:31]([C:2]2[CH:3]=[CH:4][C:5]([C:8](=[C:16]3[CH2:17][C:18]([CH3:25])([CH3:24])[CH2:19][C:20]([CH3:23])([CH3:22])[CH2:21]3)[C:9]3[CH:10]=[CH:11][C:12]([OH:15])=[CH:13][CH:14]=3)=[CH:6][CH:7]=2)=[CH:30][CH:29]=1, predict the reactants needed to synthesize it. The reactants are: Br[C:2]1[CH:7]=[CH:6][C:5]([C:8](=[C:16]2[CH2:21][C:20]([CH3:23])([CH3:22])[CH2:19][C:18]([CH3:25])([CH3:24])[CH2:17]2)[C:9]2[CH:14]=[CH:13][C:12]([OH:15])=[CH:11][CH:10]=2)=[CH:4][CH:3]=1.[OH:26][CH2:27][C:28]1[CH:33]=[CH:32][C:31](B(O)O)=[CH:30][CH:29]=1.C([O-])([O-])=O.[Na+].[Na+]. (6) Given the product [CH2:13]([N:6]([CH2:5][C@H:2]1[CH2:3][O:4][C:16]([NH2:15])=[N:1]1)[C:7]1[CH:12]=[CH:11][CH:10]=[CH:9][CH:8]=1)[CH3:14], predict the reactants needed to synthesize it. The reactants are: [NH2:1][C@@H:2]([CH2:5][N:6]([CH2:13][CH3:14])[C:7]1[CH:12]=[CH:11][CH:10]=[CH:9][CH:8]=1)[CH2:3][OH:4].[N:15]#[C:16]Br. (7) Given the product [CH:21]1([N:14]2[C:15]3[CH:20]=[CH:19][N:18]=[CH:17][C:16]=3[N:12]([CH2:11][C:9]3[N:8]([CH2:25][CH2:26][CH:27]([CH3:29])[CH3:28])[C:5]4=[N:6][CH:7]=[C:2]([B:31]([OH:32])[OH:30])[CH:3]=[C:4]4[N:10]=3)[C:13]2=[O:24])[CH2:23][CH2:22]1, predict the reactants needed to synthesize it. The reactants are: Br[C:2]1[CH:3]=[C:4]2[N:10]=[C:9]([CH2:11][N:12]3[C:16]4[CH:17]=[N:18][CH:19]=[CH:20][C:15]=4[N:14]([CH:21]4[CH2:23][CH2:22]4)[C:13]3=[O:24])[N:8]([CH2:25][CH2:26][CH:27]([CH3:29])[CH3:28])[C:5]2=[N:6][CH:7]=1.[O:30]1CC[O:32][BH:31]1.C([O-])(=O)C.[K+].Cl. (8) Given the product [Cl:21][C:20]1[C:15]([O:7][C:1]2[CH:6]=[CH:5][CH:4]=[CH:3][CH:2]=2)=[CH:16][C:17]([N+:23]([O-:25])=[O:24])=[C:18]([NH2:22])[CH:19]=1, predict the reactants needed to synthesize it. The reactants are: [C:1]1([OH:7])[CH:6]=[CH:5][CH:4]=[CH:3][CH:2]=1.CC(C)([O-])C.[Na+].Cl[C:15]1[C:20]([Cl:21])=[CH:19][C:18]([NH2:22])=[C:17]([N+:23]([O-:25])=[O:24])[CH:16]=1.O. (9) Given the product [CH:1]1([C:4]2[N:8]=[C:7]([CH:9]3[CH2:14][CH:13]([C:15]4[CH:20]=[CH:19][C:18]([O:21][C:22]([F:23])([F:25])[F:24])=[CH:17][CH:16]=4)[CH2:12][N:11]([C:26]([N:42]4[CH2:43][CH2:44][C:40]([F:45])([F:39])[CH2:41]4)=[O:27])[CH2:10]3)[O:6][N:5]=2)[CH2:3][CH2:2]1, predict the reactants needed to synthesize it. The reactants are: [CH:1]1([C:4]2[N:8]=[C:7]([CH:9]3[CH2:14][CH:13]([C:15]4[CH:20]=[CH:19][C:18]([O:21][C:22]([F:25])([F:24])[F:23])=[CH:17][CH:16]=4)[CH2:12][N:11]([C:26](OC4C=CC([N+]([O-])=O)=CC=4)=[O:27])[CH2:10]3)[O:6][N:5]=2)[CH2:3][CH2:2]1.Cl.[F:39][C:40]1([F:45])[CH2:44][CH2:43][NH:42][CH2:41]1. (10) Given the product [Br:1][C:2]1[CH:3]=[CH:4][C:5]([C:8](=[O:18])[C@H:9]([OH:11])[CH3:10])=[N:6][CH:7]=1, predict the reactants needed to synthesize it. The reactants are: [Br:1][C:2]1[CH:3]=[CH:4][C:5]([C:8](=[O:18])[C@H:9]([O:11]C2CCCCO2)[CH3:10])=[N:6][CH:7]=1.CS(O)(=O)=O.